Predict the reactants needed to synthesize the given product. From a dataset of Full USPTO retrosynthesis dataset with 1.9M reactions from patents (1976-2016). (1) Given the product [N:18]1([C:24]([O:1][CH:2]2[CH2:3][CH2:4][N:5]([C:8]([O:10][CH2:11][C:12]3[CH:17]=[CH:16][CH:15]=[CH:14][CH:13]=3)=[O:9])[CH2:6][CH2:7]2)=[O:25])[CH2:23][CH2:22][O:21][CH2:20][CH2:19]1, predict the reactants needed to synthesize it. The reactants are: [OH:1][CH:2]1[CH2:7][CH2:6][N:5]([C:8]([O:10][CH2:11][C:12]2[CH:17]=[CH:16][CH:15]=[CH:14][CH:13]=2)=[O:9])[CH2:4][CH2:3]1.[N:18]1([C:24](Cl)=[O:25])[CH2:23][CH2:22][O:21][CH2:20][CH2:19]1. (2) Given the product [F:16][C:13]1[CH:14]=[CH:15][C:10]([CH:7]2[N:6]([S:17]([C:20]3[CH:25]=[CH:24][C:23]([CH3:26])=[CH:22][CH:21]=3)(=[O:19])=[O:18])[CH:5]([CH2:4][CH2:3][CH2:2][N:27]3[CH:31]=[N:30][N:29]=[N:28]3)[CH2:9][CH2:8]2)=[CH:11][CH:12]=1, predict the reactants needed to synthesize it. The reactants are: Cl[CH2:2][CH2:3][CH2:4][CH:5]1[CH2:9][CH2:8][CH:7]([C:10]2[CH:15]=[CH:14][C:13]([F:16])=[CH:12][CH:11]=2)[N:6]1[S:17]([C:20]1[CH:25]=[CH:24][C:23]([CH3:26])=[CH:22][CH:21]=1)(=[O:19])=[O:18].[NH:27]1[CH:31]=[N:30][N:29]=[N:28]1. (3) Given the product [F:19][C:20]1[CH:26]=[CH:25][CH:24]=[C:23]([F:27])[C:21]=1[N:22]1[CH2:18][CH2:17][S:14](=[O:16])(=[O:15])[CH2:12][CH2:13]1, predict the reactants needed to synthesize it. The reactants are: [Cl-].[Al+3].[Cl-].[Cl-].ClC1C=CC=CC=1.[CH:12]([S:14]([CH:17]=[CH2:18])(=[O:16])=[O:15])=[CH2:13].[F:19][C:20]1[CH:26]=[CH:25][CH:24]=[C:23]([F:27])[C:21]=1[NH2:22].